From a dataset of Reaction yield outcomes from USPTO patents with 853,638 reactions. Predict the reaction yield, written as a fraction of the theoretical maximum amount of product (1.0 means a 100% yield; for example, 0.34 means a 34% yield). (1) The catalyst is CCO. The product is [CH2:4]([O:6][C:7]([C:8]1[C:10]2[CH2:14][CH2:13][CH:12]([CH3:15])[C:11]=2[NH:3][N:2]=1)=[O:17])[CH3:5]. The yield is 0.504. The reactants are O.[NH2:2][NH2:3].[CH2:4]([O:6][C:7](=[O:17])[C:8]([CH:10]1[CH2:14][CH2:13][CH:12]([CH3:15])[C:11]1=O)=O)[CH3:5]. (2) The reactants are [CH3:1][O:2][C:3]1[CH:11]=[C:10]2[C:6]([C:7]([CH:12]([CH2:17][CH3:18])[C:13]([O:15]C)=[O:14])=[CH:8][CH2:9]2)=[CH:5][CH:4]=1.[OH-].[K+]. The product is [CH3:1][O:2][C:3]1[CH:11]=[C:10]2[C:6]([C:7]([CH:12]([CH2:17][CH3:18])[C:13]([OH:15])=[O:14])=[CH:8][CH2:9]2)=[CH:5][CH:4]=1. The catalyst is CO.O. The yield is 0.950. (3) The reactants are [CH3:1][O:2][C:3](=[O:41])[C:4]1[CH:9]=[CH:8][C:7]([O:10][CH2:11][CH2:12][C:13]2[C:21]3[C:16](=[CH:17][CH:18]=[C:19]([Cl:22])[CH:20]=3)[N:15]([CH:23]([C:30]3[CH:35]=[CH:34][CH:33]=[CH:32][CH:31]=3)[C:24]3[CH:29]=[CH:28][CH:27]=[CH:26][CH:25]=3)[C:14]=2[CH2:36][CH2:37][C:38](O)=[O:39])=[CH:6][CH:5]=1.C(Cl)(=O)C(Cl)=O. The catalyst is C(Cl)Cl. The product is [CH3:1][O:2][C:3](=[O:41])[C:4]1[CH:5]=[CH:6][C:7]([O:10][CH2:11][CH2:12][C:13]2[C:21]3[C:16](=[CH:17][CH:18]=[C:19]([Cl:22])[CH:20]=3)[N:15]([CH:23]([C:30]3[CH:31]=[CH:32][CH:33]=[CH:34][CH:35]=3)[C:24]3[CH:29]=[CH:28][CH:27]=[CH:26][CH:25]=3)[C:14]=2[CH2:36][CH2:37][CH2:38][OH:39])=[CH:8][CH:9]=1. The yield is 0.830. (4) The reactants are [C:1]([CH2:3][C:4]([N:6]([CH:18]1[CH2:20][CH2:19]1)[C:7]([NH:9][C:10]1[CH:15]=[CH:14][C:13]([I:16])=[CH:12][C:11]=1[F:17])=[O:8])=[O:5])#[N:2].[OH-].[Na+]. The catalyst is O. The product is [NH2:2][C:1]1[N:9]([C:10]2[CH:15]=[CH:14][C:13]([I:16])=[CH:12][C:11]=2[F:17])[C:7](=[O:8])[N:6]([CH:18]2[CH2:19][CH2:20]2)[C:4](=[O:5])[CH:3]=1. The yield is 0.880. (5) The reactants are [CH3:1][C:2]1([CH3:10])[CH2:7][O:6][CH:5]([CH2:8][OH:9])[O:4][CH2:3]1.[H-].[Na+].Cl[C:14]1[CH:19]=[CH:18][N+:17]([O-:20])=[C:16]([CH3:21])[C:15]=1[CH3:22]. The catalyst is CS(C)=O. The product is [CH3:1][C:2]1([CH3:10])[CH2:7][O:6][CH:5]([CH2:8][O:9][C:14]2[CH:19]=[CH:18][N+:17]([O-:20])=[C:16]([CH3:21])[C:15]=2[CH3:22])[O:4][CH2:3]1. The yield is 0.846.